From a dataset of Forward reaction prediction with 1.9M reactions from USPTO patents (1976-2016). Predict the product of the given reaction. (1) Given the reactants Cl[C:2]1[CH:7]=[C:6]([N:8]([CH3:34])[C:9]2[C:10]([CH:31]3[CH2:33][CH2:32]3)=[N:11][C:12]([N:17]3[CH2:22][CH2:21][N:20]([C:23](=[O:27])[CH2:24][CH2:25][OH:26])[C@H:19]([CH:28]4[CH2:30][CH2:29]4)[CH2:18]3)=[C:13]([CH:16]=2)[C:14]#[N:15])[CH:5]=[CH:4][N:3]=1.[K].[CH:36]([B-](F)(F)F)=[CH2:37].[H+].CCN(C(C)C)C(C)C, predict the reaction product. The product is: [CH:31]1([C:10]2[C:9]([N:8]([CH3:34])[C:6]3[CH:5]=[CH:4][N:3]=[C:2]([CH:36]=[CH2:37])[CH:7]=3)=[CH:16][C:13]([C:14]#[N:15])=[C:12]([N:17]3[CH2:22][CH2:21][N:20]([C:23](=[O:27])[CH2:24][CH2:25][OH:26])[C@H:19]([CH:28]4[CH2:30][CH2:29]4)[CH2:18]3)[N:11]=2)[CH2:33][CH2:32]1. (2) Given the reactants [CH2:1]([C:8]1[CH:9]=[N:10][C:11]2[C:16]([C:17]=1[C:18]1[CH:19]=[C:20]([NH2:24])[CH:21]=[CH:22][CH:23]=1)=[CH:15][CH:14]=[CH:13][C:12]=2[C:25]([F:28])([F:27])[F:26])[C:2]1[CH:7]=[CH:6][CH:5]=[CH:4][CH:3]=1.[F:29][C:30]1[CH:37]=[CH:36][C:33]([CH:34]=O)=[C:32]([C:38]([F:41])([F:40])[F:39])[CH:31]=1, predict the reaction product. The product is: [CH2:1]([C:8]1[CH:9]=[N:10][C:11]2[C:16]([C:17]=1[C:18]1[CH:19]=[C:20]([NH:24][CH2:34][C:33]3[CH:36]=[CH:37][C:30]([F:29])=[CH:31][C:32]=3[C:38]([F:40])([F:39])[F:41])[CH:21]=[CH:22][CH:23]=1)=[CH:15][CH:14]=[CH:13][C:12]=2[C:25]([F:28])([F:26])[F:27])[C:2]1[CH:3]=[CH:4][CH:5]=[CH:6][CH:7]=1. (3) Given the reactants [Br:1][C:2]1[CH:7]=[CH:6][C:5]([CH2:8][CH2:9][CH2:10][C:11](NC2C=CC(S(CC)(=O)=O)=C(C#N)C=2)=[O:12])=[C:4](C)[CH:3]=1.[NH2:28][C:29]1[CH:30]=[CH:31][C:32]([S:37]([C:40]([CH3:43])([CH3:42])[CH3:41])(=[O:39])=[O:38])=[C:33]([CH:36]=1)[C:34]#[N:35].BrC1C=CC(CCCC(Cl)=O)=CC=1, predict the reaction product. The product is: [Br:1][C:2]1[CH:3]=[CH:4][C:5]([CH2:8][CH2:9][CH2:10][C:11]([NH:28][C:29]2[CH:30]=[CH:31][C:32]([S:37]([C:40]([CH3:43])([CH3:42])[CH3:41])(=[O:39])=[O:38])=[C:33]([C:34]#[N:35])[CH:36]=2)=[O:12])=[CH:6][CH:7]=1. (4) Given the reactants [C:1]([O:5][C:6](=[O:20])[NH:7][C:8]1[CH:13]=[C:12]([CH3:14])[C:11]([C:15]([F:18])([F:17])[F:16])=[CH:10][C:9]=1[NH2:19])([CH3:4])([CH3:3])[CH3:2].C([O:25][C:26](=O)[CH2:27][C:28]([C:30]1[CH:35]=[CH:34][CH:33]=[C:32]([C:36]2[CH:37]=[N:38][C:39]([CH3:42])=[CH:40][CH:41]=2)[CH:31]=1)=[O:29])(C)(C)C, predict the reaction product. The product is: [C:1]([O:5][C:6](=[O:20])[NH:7][C:8]1[CH:13]=[C:12]([CH3:14])[C:11]([C:15]([F:18])([F:17])[F:16])=[CH:10][C:9]=1[NH:19][C:26](=[O:25])[CH2:27][C:28]([C:30]1[CH:35]=[CH:34][CH:33]=[C:32]([C:36]2[CH:37]=[N:38][C:39]([CH3:42])=[CH:40][CH:41]=2)[CH:31]=1)=[O:29])([CH3:4])([CH3:2])[CH3:3]. (5) Given the reactants Cl.[F:2][C:3]1[CH:24]=[C:23]([NH:25][C:26]([NH:28][C:29](=[O:37])[CH2:30][C:31]2[CH:36]=[CH:35][CH:34]=[CH:33][CH:32]=2)=[S:27])[CH:22]=[CH:21][C:4]=1[O:5][C:6]1[C:15]2[C:10](=[CH:11][C:12]([O:19][CH3:20])=[C:13]([C:16](O)=[O:17])[CH:14]=2)[N:9]=[CH:8][CH:7]=1.[CH:38]([O:41][CH2:42][CH2:43][CH2:44][NH2:45])([CH3:40])[CH3:39], predict the reaction product. The product is: [F:2][C:3]1[CH:24]=[C:23]([NH:25][C:26]([NH:28][C:29](=[O:37])[CH2:30][C:31]2[CH:36]=[CH:35][CH:34]=[CH:33][CH:32]=2)=[S:27])[CH:22]=[CH:21][C:4]=1[O:5][C:6]1[C:15]2[C:10](=[CH:11][C:12]([O:19][CH3:20])=[C:13]([C:16]([NH:45][CH2:44][CH2:43][CH2:42][O:41][CH:38]([CH3:40])[CH3:39])=[O:17])[CH:14]=2)[N:9]=[CH:8][CH:7]=1. (6) Given the reactants [C:1]([O-:6])(=[O:5])[C:2]([CH3:4])=[CH2:3].[Na+].C(O)(=O)C(C)=C.[C:14](O)(=[S:16])[CH3:15], predict the reaction product. The product is: [C:14]([CH2:3][C@H:2]([CH3:4])[C:1]([OH:6])=[O:5])(=[S:16])[CH3:15].